Dataset: Full USPTO retrosynthesis dataset with 1.9M reactions from patents (1976-2016). Task: Predict the reactants needed to synthesize the given product. (1) Given the product [CH:9]1[C:10]2[C:15](=[CH:14][CH:13]=[CH:12][CH:11]=2)[CH:16]=[CH:17][C:8]=1[C:6]1[CH:5]=[CH:4][N:3]=[C:2]([N:28]2[CH2:29][CH2:30][C@H:26]([NH:25][C:23](=[O:24])[O:22][C:18]([CH3:20])([CH3:19])[CH3:21])[CH2:27]2)[N:7]=1, predict the reactants needed to synthesize it. The reactants are: Cl[C:2]1[N:7]=[C:6]([C:8]2[CH:17]=[CH:16][C:15]3[C:10](=[CH:11][CH:12]=[CH:13][CH:14]=3)[CH:9]=2)[CH:5]=[CH:4][N:3]=1.[C:18]([O:22][C:23]([NH:25][C@H:26]1[CH2:30][CH2:29][NH:28][CH2:27]1)=[O:24])([CH3:21])([CH3:20])[CH3:19].C(N(C(C)C)CC)(C)C.CCOC(C)=O. (2) Given the product [C:34]1([CH2:40][CH2:41][CH2:42][CH2:43][CH2:44][CH2:45][CH2:46][CH2:47][NH:48][C:4](=[O:33])[C:5]2[CH:10]=[C:9]([C:11]3[CH:16]=[CH:15][CH:14]=[C:13]([C:17]([F:18])([F:19])[F:20])[CH:12]=3)[C:8]([O:21][CH2:22][CH2:23][OH:24])=[C:7]([C:25]3[CH:30]=[CH:29][C:28]([O:31][CH3:32])=[CH:27][CH:26]=3)[CH:6]=2)[CH:39]=[CH:38][CH:37]=[CH:36][CH:35]=1, predict the reactants needed to synthesize it. The reactants are: C(O[C:4](=[O:33])[C:5]1[CH:10]=[C:9]([C:11]2[CH:16]=[CH:15][CH:14]=[C:13]([C:17]([F:20])([F:19])[F:18])[CH:12]=2)[C:8]([O:21][CH2:22][CH2:23][OH:24])=[C:7]([C:25]2[CH:30]=[CH:29][C:28]([O:31][CH3:32])=[CH:27][CH:26]=2)[CH:6]=1)C.[C:34]1([CH2:40][CH2:41][CH2:42][CH2:43][CH2:44][CH2:45][CH2:46][CH2:47][NH2:48])[CH:39]=[CH:38][CH:37]=[CH:36][CH:35]=1. (3) Given the product [CH3:1][O:2][CH2:3][C@H:4]1[C@H:12]2[CH2:16][CH2:15][N:14]([C:17]([O:19][CH2:20][C:21]3[CH:26]=[CH:25][CH:24]=[CH:23][CH:22]=3)=[O:18])[C@H:13]2[C:7]2[CH:8]=[CH:9][CH:10]=[CH:11][C:6]=2[NH:5]1, predict the reactants needed to synthesize it. The reactants are: [CH3:1][O:2][CH2:3][C:4](=[C:12]1[CH2:16][CH2:15][N:14]([C:17]([O:19][CH2:20][C:21]2[CH:26]=[CH:25][CH:24]=[CH:23][CH:22]=2)=[O:18])[C:13]1=O)[NH:5][C:6]1[CH:11]=[CH:10][CH:9]=[CH:8][CH:7]=1. (4) The reactants are: [Br:1][C:2]1[CH:7]=[CH:6][CH:5]=[C:4]([C:8]#[CH:9])[CH:3]=1.CN(C=O)C.I[C:16]1[CH:21]=[CH:20][C:19]([O:22][CH:23]([F:25])[F:24])=[CH:18][CH:17]=1.O. Given the product [Br:1][C:2]1[CH:7]=[CH:6][CH:5]=[C:4]([C:8]#[C:9][C:16]2[CH:21]=[CH:20][C:19]([O:22][CH:23]([F:25])[F:24])=[CH:18][CH:17]=2)[CH:3]=1, predict the reactants needed to synthesize it. (5) Given the product [F:8][C:9]1[CH:10]=[C:11]([CH:15]=[CH:16][CH:17]=1)[CH2:12][CH2:13][NH:14][CH2:2][C:3]([O:5][CH2:6][CH3:7])=[O:4], predict the reactants needed to synthesize it. The reactants are: Br[CH2:2][C:3]([O:5][CH2:6][CH3:7])=[O:4].[F:8][C:9]1[CH:10]=[C:11]([CH:15]=[CH:16][CH:17]=1)[CH2:12][CH2:13][NH2:14]. (6) Given the product [NH2:2][C@H:3]1[CH2:8][CH2:7][CH2:6][CH2:5][C@H:4]1[NH:9][C:10]1[CH:11]=[C:12]([NH:19][C:20]2[CH:25]=[C:24]([CH3:26])[CH:23]=[C:22]([CH3:27])[N:21]=2)[C:13]([C:16]([NH2:18])=[O:17])=[N:14][CH:15]=1, predict the reactants needed to synthesize it. The reactants are: Cl.[NH2:2][C@H:3]1[CH2:8][CH2:7][CH2:6][CH2:5][C@H:4]1[NH:9][C:10]1[CH:11]=[C:12]([NH:19][C:20]2[CH:25]=[C:24]([CH3:26])[CH:23]=[C:22]([CH3:27])[N:21]=2)[C:13]([C:16]([NH2:18])=[O:17])=[N:14][CH:15]=1.N. (7) Given the product [OH:25][C@@H:12]1[C@H:11]([OH:27])[C@@H:10]([CH2:9][OH:8])[NH:14][C@H:13]1[C:15]1[C:16](=[O:23])[NH:17][C:18]([O:21][CH3:22])=[CH:19][CH:20]=1, predict the reactants needed to synthesize it. The reactants are: [Si]([O:8][CH2:9][C@H:10]1[NH:14][CH:13]([C:15]2[C:16]([O:23]C)=[N:17][C:18]([O:21][CH3:22])=[CH:19][CH:20]=2)[C@@H:12]2[O:25]C(C)(C)[O:27][C@H:11]12)(C(C)(C)C)(C)C.B(Br)(Br)Br. (8) Given the product [CH2:15]([O:14][C:12](=[O:13])[C:11]([N:8]=[N+:9]=[N-:10])=[CH:6][C:2]1[S:1][CH:5]=[CH:4][CH:3]=1)[CH3:16], predict the reactants needed to synthesize it. The reactants are: [S:1]1[CH:5]=[CH:4][CH:3]=[C:2]1[CH:6]=O.[N:8]([CH2:11][C:12]([O:14][CH2:15][CH3:16])=[O:13])=[N+:9]=[N-:10].[O-]CC.[Na+].Cl. (9) Given the product [OH:4][C@@:5]1([CH2:42][O:43][CH3:44])[CH2:10][CH2:9][CH2:8][CH2:7][C@H:6]1[N:11]1[C:15]([C:16]2[CH:21]=[CH:20][CH:19]=[CH:18][CH:17]=2)=[C:14]([C:22]([N:24]2[CH2:29][CH2:28][NH:27][CH2:26][C@H:25]2[CH2:30][O:31][C:32]2[CH:41]=[CH:40][C:35]([C:36]([OH:38])=[O:37])=[CH:34][N:33]=2)=[O:23])[N:13]=[CH:12]1, predict the reactants needed to synthesize it. The reactants are: Cl.Cl.Cl.[OH:4][C@@:5]1([CH2:42][O:43][CH3:44])[CH2:10][CH2:9][CH2:8][CH2:7][C@H:6]1[N:11]1[C:15]([C:16]2[CH:21]=[CH:20][CH:19]=[CH:18][CH:17]=2)=[C:14]([C:22]([N:24]2[CH2:29][CH2:28][NH:27][CH2:26][C@H:25]2[CH2:30][O:31][C:32]2[CH:41]=[CH:40][C:35]([C:36]([O:38]C)=[O:37])=[CH:34][N:33]=2)=[O:23])[N:13]=[CH:12]1.FC(F)(F)OC1C=CC=CC=1CP(=O)(OCC)OCC.O.[OH-].[Li+].CO. (10) The reactants are: [NH2:1][CH2:2][CH2:3][NH:4][C:5]([C:7]1[C:8]([C:18]([F:21])([F:20])[F:19])=[N:9][N:10]([C:12]2[CH:17]=[CH:16][CH:15]=[CH:14][CH:13]=2)[CH:11]=1)=[O:6].C(N(CC)CC)C.Cl[C:30]([O:32][C:33]1[CH:38]=[CH:37][CH:36]=[CH:35][CH:34]=1)=[O:31]. Given the product [C:12]1([N:10]2[CH:11]=[C:7]([C:5]([NH:4][CH2:3][CH2:2][NH:1][C:30](=[O:31])[O:32][C:33]3[CH:38]=[CH:37][CH:36]=[CH:35][CH:34]=3)=[O:6])[C:8]([C:18]([F:20])([F:21])[F:19])=[N:9]2)[CH:17]=[CH:16][CH:15]=[CH:14][CH:13]=1, predict the reactants needed to synthesize it.